Dataset: Full USPTO retrosynthesis dataset with 1.9M reactions from patents (1976-2016). Task: Predict the reactants needed to synthesize the given product. The reactants are: C([O-])(=O)C.[Na+].[Cl:6][C:7]1[CH:8]=[C:9]([C:13](=[N:15][O:16][C:17](=O)[C@H:18]([OH:20])[CH3:19])[NH2:14])[CH:10]=[CH:11][CH:12]=1. Given the product [Cl:6][C:7]1[CH:8]=[C:9]([C:13]2[N:14]=[C:17]([C@H:18]([OH:20])[CH3:19])[O:16][N:15]=2)[CH:10]=[CH:11][CH:12]=1, predict the reactants needed to synthesize it.